Dataset: Peptide-MHC class I binding affinity with 185,985 pairs from IEDB/IMGT. Task: Regression. Given a peptide amino acid sequence and an MHC pseudo amino acid sequence, predict their binding affinity value. This is MHC class I binding data. (1) The peptide sequence is YRVRNVQTL. The MHC is HLA-A02:06 with pseudo-sequence HLA-A02:06. The binding affinity (normalized) is 0.589. (2) The peptide sequence is TSEHGGRAY. The MHC is HLA-A69:01 with pseudo-sequence HLA-A69:01. The binding affinity (normalized) is 0.0847. (3) The peptide sequence is SEVGICLST. The MHC is HLA-B45:01 with pseudo-sequence HLA-B45:01. The binding affinity (normalized) is 0.802. (4) The peptide sequence is DWSGYSGSF. The MHC is HLA-A23:01 with pseudo-sequence HLA-A23:01. The binding affinity (normalized) is 0.523. (5) The peptide sequence is KIDVVGIEW. The MHC is HLA-A02:16 with pseudo-sequence HLA-A02:16. The binding affinity (normalized) is 0.0847. (6) The peptide sequence is SQIETGTPF. The MHC is HLA-B07:02 with pseudo-sequence HLA-B07:02. The binding affinity (normalized) is 0.0847. (7) The peptide sequence is SEIDLILGY. The MHC is HLA-B07:02 with pseudo-sequence HLA-B07:02. The binding affinity (normalized) is 0.160.